This data is from Forward reaction prediction with 1.9M reactions from USPTO patents (1976-2016). The task is: Predict the product of the given reaction. (1) Given the reactants ClC1C=C(C=CC=1Cl)OC1CCN(S(C2C(C)=NN(C)C=2C)(=O)=O)CC1.[CH3:27][C:28]1[C:32]([S:33](Cl)(=[O:35])=[O:34])=[C:31]([CH3:37])[NH:30][N:29]=1.Cl.[F:39][C:40]1[CH:41]=[C:42]([CH:50]=[C:51]([F:55])[C:52]=1[O:53][CH3:54])[O:43][CH:44]1[CH2:49][CH2:48][NH:47][CH2:46][CH2:45]1, predict the reaction product. The product is: [F:55][C:51]1[CH:50]=[C:42]([CH:41]=[C:40]([F:39])[C:52]=1[O:53][CH3:54])[O:43][CH:44]1[CH2:49][CH2:48][N:47]([S:33]([C:32]2[C:31]([CH3:37])=[N:30][NH:29][C:28]=2[CH3:27])(=[O:35])=[O:34])[CH2:46][CH2:45]1. (2) Given the reactants [CH2:1]([O:3][C:4](=[O:18])[C:5]1[CH:10]=[CH:9][C:8]([O:11][CH3:12])=[C:7]([S:13][CH2:14][C:15](=O)[CH3:16])[CH:6]=1)[CH3:2].Cl.[Cl:20][C:21]1[CH:22]=[C:23]([NH:27]N)[CH:24]=[CH:25][CH:26]=1, predict the reaction product. The product is: [CH2:1]([O:3][C:4](=[O:18])[C:5]1[CH:10]=[CH:9][C:8]([O:11][CH3:12])=[C:7]([S:13][C:14]2[C:24]3[C:23](=[CH:22][C:21]([Cl:20])=[CH:26][CH:25]=3)[NH:27][C:15]=2[CH3:16])[CH:6]=1)[CH3:2].